Task: Predict the reaction yield, written as a fraction of the theoretical maximum amount of product (1.0 means a 100% yield; for example, 0.34 means a 34% yield).. Dataset: Reaction yield outcomes from USPTO patents with 853,638 reactions (1) The reactants are [O:1]1[CH2:5][CH2:4][CH2:3][CH2:2]1.C([N:8]([CH2:11][CH3:12])[CH2:9][CH3:10])C.[Br:13][C:14]1[S:15][C:16]([C:19]([OH:21])=O)=[CH:17][N:18]=1.[OH:22]N1C2C=CC=CC=2N=N1.Cl.C(N=C=N[CH2:38][CH2:39][CH2:40]N(C)C)C. No catalyst specified. The product is [Br:13][C:14]1[S:15][C:16]([C:19]([N:8]2[CH2:9][CH2:10][C:40]3[C:39]([CH:38]=[O:22])=[C:2]([O:1][CH3:5])[CH:3]=[CH:4][C:12]=3[CH2:11]2)=[O:21])=[CH:17][N:18]=1. The yield is 0.530. (2) The reactants are [NH2:1][C:2]1[CH:3]=[C:4](B(O)O)[CH:5]=[C:6]([N+:8]([O-:10])=[O:9])[CH:7]=1.Br[C:15]1[S:19][C:18]([C:20]2([OH:24])[CH2:23][CH2:22][CH2:21]2)=[N:17][CH:16]=1.C([O-])([O-])=O.[Na+].[Na+]. The catalyst is COCCOC.C1C=CC([P]([Pd]([P](C2C=CC=CC=2)(C2C=CC=CC=2)C2C=CC=CC=2)([P](C2C=CC=CC=2)(C2C=CC=CC=2)C2C=CC=CC=2)[P](C2C=CC=CC=2)(C2C=CC=CC=2)C2C=CC=CC=2)(C2C=CC=CC=2)C2C=CC=CC=2)=CC=1. The product is [NH2:1][C:2]1[CH:3]=[C:4]([C:15]2[S:19][C:18]([C:20]3([OH:24])[CH2:23][CH2:22][CH2:21]3)=[N:17][CH:16]=2)[CH:5]=[C:6]([N+:8]([O-:10])=[O:9])[CH:7]=1. The yield is 0.920. (3) The reactants are Br[C:2]1[CH:23]=[CH:22][C:5]2[C:6]3[N:7]=[C:8]([N:14]4[C:18]([CH:19]([CH3:21])[CH3:20])=[N:17][CH:16]=[N:15]4)[S:9][C:10]=3[CH2:11][CH2:12][O:13][C:4]=2[CH:3]=1.CC1(C)C(C)(C)OB([C:32]2[CH:33]=[N:34][NH:35][CH:36]=2)O1.C(=O)([O-])[O-].[Na+].[Na+]. The catalyst is C(#N)C.O.C(OCC)(=O)C.[Pd].C1(P(C2C=CC=CC=2)C2C=CC=CC=2)C=CC=CC=1.C1(P(C2C=CC=CC=2)C2C=CC=CC=2)C=CC=CC=1.C1(P(C2C=CC=CC=2)C2C=CC=CC=2)C=CC=CC=1.C1(P(C2C=CC=CC=2)C2C=CC=CC=2)C=CC=CC=1. The product is [CH:19]([C:18]1[N:14]([C:8]2[S:9][C:10]3[CH2:11][CH2:12][O:13][C:4]4[CH:3]=[C:2]([C:32]5[CH:33]=[N:34][NH:35][CH:36]=5)[CH:23]=[CH:22][C:5]=4[C:6]=3[N:7]=2)[N:15]=[CH:16][N:17]=1)([CH3:21])[CH3:20]. The yield is 0.200.